This data is from Reaction yield outcomes from USPTO patents with 853,638 reactions. The task is: Predict the reaction yield, written as a fraction of the theoretical maximum amount of product (1.0 means a 100% yield; for example, 0.34 means a 34% yield). (1) The reactants are [C:1]1([S:7]([NH:10][C:11]2[CH:16]=[CH:15][C:14]([CH:17]=[CH:18][C:19]([OH:21])=O)=[CH:13][CH:12]=2)(=[O:9])=[O:8])[CH:6]=[CH:5][CH:4]=[CH:3][CH:2]=1.Cl.CN(C)CCCN=C=NCC.O.[OH:35][N:36]1C2C=CC=CC=2N=N1.NOC1CCCCO1.C12(CS(O)(=O)=O)C(C)(C)C(CC1)CC2=O. The catalyst is CN(C=O)C. The product is [OH:35][NH:36][C:19](=[O:21])[CH:18]=[CH:17][C:14]1[CH:15]=[CH:16][C:11]([NH:10][S:7]([C:1]2[CH:6]=[CH:5][CH:4]=[CH:3][CH:2]=2)(=[O:9])=[O:8])=[CH:12][CH:13]=1. The yield is 0.550. (2) The reactants are Cl[C:2]1[CH:7]=[CH:6][N:5]=[C:4]([NH2:8])[C:3]=1[N+:9]([O-:11])=[O:10].CC1(C)C(C)(C)OB([C:20]2[CH:25]=[CH:24][N:23]=[CH:22][CH:21]=2)O1.O.C([O-])([O-])=O.[Na+].[Na+]. The catalyst is C1(C)C=CC=CC=1.[Cl-].[Na+].O.C1C=CC([P]([Pd]([P](C2C=CC=CC=2)(C2C=CC=CC=2)C2C=CC=CC=2)([P](C2C=CC=CC=2)(C2C=CC=CC=2)C2C=CC=CC=2)[P](C2C=CC=CC=2)(C2C=CC=CC=2)C2C=CC=CC=2)(C2C=CC=CC=2)C2C=CC=CC=2)=CC=1.CCO. The product is [N+:9]([C:3]1[C:4]([NH2:8])=[N:5][CH:6]=[CH:7][C:2]=1[C:20]1[CH:25]=[CH:24][N:23]=[CH:22][CH:21]=1)([O-:11])=[O:10]. The yield is 0.288. (3) The catalyst is CO. The product is [C:1]([O:5][C:6]([N:8]1[CH2:13][CH2:12][C:11]2([CH2:18][CH:17]([OH:19])[C:16]3[CH:20]=[C:21]([OH:24])[CH:22]=[CH:23][C:15]=3[O:14]2)[CH2:10][CH2:9]1)=[O:7])([CH3:4])([CH3:2])[CH3:3]. The reactants are [C:1]([O:5][C:6]([N:8]1[CH2:13][CH2:12][C:11]2([CH2:18][C:17](=[O:19])[C:16]3[CH:20]=[C:21]([OH:24])[CH:22]=[CH:23][C:15]=3[O:14]2)[CH2:10][CH2:9]1)=[O:7])([CH3:4])([CH3:3])[CH3:2].[BH4-].[Na+]. The yield is 0.900. (4) The reactants are [N+:1]([C:4]1[CH:5]=[C:6]([C:14]2[CH2:15][CH2:16][NH:17][CH2:18][CH:19]=2)[CH:7]=[C:8]([C:10]([F:13])([F:12])[F:11])[CH:9]=1)([O-:3])=[O:2].C=O.[C:22](O[BH-](OC(=O)C)OC(=O)C)(=O)C.[Na+]. The catalyst is CO. The product is [CH3:22][N:17]1[CH2:16][CH:15]=[C:14]([C:6]2[CH:7]=[C:8]([C:10]([F:11])([F:12])[F:13])[CH:9]=[C:4]([N+:1]([O-:3])=[O:2])[CH:5]=2)[CH2:19][CH2:18]1. The yield is 0.610. (5) The reactants are N[C:2]1[C:10]2[C:5](=[N:6][C:7]([C:17]3[CH:22]=[CH:21][C:20]([F:23])=[CH:19][CH:18]=3)=[C:8]([C:11]3[CH:16]=[CH:15][N:14]=[CH:13][CH:12]=3)[CH:9]=2)[NH:4][N:3]=1.N([O-])=O.[Na+].C(=O)(O)[O-].[Na+].N.[BrH:34]. The catalyst is O. The product is [Br:34][C:2]1[C:10]2[C:5](=[N:6][C:7]([C:17]3[CH:22]=[CH:21][C:20]([F:23])=[CH:19][CH:18]=3)=[C:8]([C:11]3[CH:16]=[CH:15][N:14]=[CH:13][CH:12]=3)[CH:9]=2)[NH:4][N:3]=1. The yield is 0.210. (6) The reactants are [CH:1]([O:4][CH2:5][C:6]1[CH:19]=[CH:18][C:9]([CH2:10][C:11]2[CH:16]=[CH:15][C:14](N)=[CH:13][CH:12]=2)=[CH:8][CH:7]=1)([CH3:3])[CH3:2].S(O)(O)(=O)=O.Cl[C:26]1[NH:27][CH2:28][CH2:29][N:30]=1. The catalyst is C(O)(C)C. The product is [CH:1]([O:4][CH2:5][C:6]1[CH:19]=[CH:18][C:9]([CH2:10][C:11]2[CH:16]=[CH:15][C:14]([C:26]3[NH:30][CH2:29][CH2:28][N:27]=3)=[CH:13][CH:12]=2)=[CH:8][CH:7]=1)([CH3:3])[CH3:2]. The yield is 0.910.